This data is from Peptide-MHC class II binding affinity with 134,281 pairs from IEDB. The task is: Regression. Given a peptide amino acid sequence and an MHC pseudo amino acid sequence, predict their binding affinity value. This is MHC class II binding data. (1) The peptide sequence is PFSSMNTTLLTVSTL. The MHC is H-2-IAd with pseudo-sequence H-2-IAd. The binding affinity (normalized) is 0.442. (2) The peptide sequence is SQWGWCGSTDEYCSP. The MHC is DRB4_0101 with pseudo-sequence DRB4_0103. The binding affinity (normalized) is 0.0752. (3) The peptide sequence is STVVASVTIIDRSLP. The MHC is DRB1_0301 with pseudo-sequence DRB1_0301. The binding affinity (normalized) is 0.403.